This data is from Forward reaction prediction with 1.9M reactions from USPTO patents (1976-2016). The task is: Predict the product of the given reaction. Given the reactants C([O:8][C:9]1[C:10]([F:22])=[C:11]([CH2:18][C:19](=[O:21])[CH3:20])[C:12]([N+:15]([O-:17])=[O:16])=[CH:13][CH:14]=1)C1C=CC=CC=1.Br, predict the reaction product. The product is: [F:22][C:10]1[C:9]([OH:8])=[CH:14][CH:13]=[C:12]([N+:15]([O-:17])=[O:16])[C:11]=1[CH2:18][C:19](=[O:21])[CH3:20].